Task: Predict the reaction yield, written as a fraction of the theoretical maximum amount of product (1.0 means a 100% yield; for example, 0.34 means a 34% yield).. Dataset: Reaction yield outcomes from USPTO patents with 853,638 reactions The reactants are [C:1]([O:5][C:6]([NH:8][C@@H:9]1[CH2:18][CH2:17][C:12]2([O:16][CH2:15][CH2:14][O:13]2)[C@H:11]([S:19]C(=O)C2C=CC=CC=2)[CH2:10]1)=[O:7])([CH3:4])([CH3:3])[CH3:2].NN. The catalyst is ClCCl. The product is [C:1]([O:5][C:6](=[O:7])[NH:8][C@@H:9]1[CH2:18][CH2:17][C:12]2([O:13][CH2:14][CH2:15][O:16]2)[C@H:11]([SH:19])[CH2:10]1)([CH3:4])([CH3:2])[CH3:3]. The yield is 0.950.